This data is from Catalyst prediction with 721,799 reactions and 888 catalyst types from USPTO. The task is: Predict which catalyst facilitates the given reaction. (1) Reactant: [CH3:1][N:2]([CH:22]([CH3:24])[CH3:23])[C:3]1[C:4]([C:17]2[CH:21]=[CH:20][NH:19][CH:18]=2)=[N:5][C:6]2[C:11]([N:12]=1)=[CH:10][C:9]([C:13]([O:15]C)=[O:14])=[CH:8][CH:7]=2.[OH-].[Na+]. Product: [CH3:1][N:2]([CH:22]([CH3:24])[CH3:23])[C:3]1[C:4]([C:17]2[CH:21]=[CH:20][NH:19][CH:18]=2)=[N:5][C:6]2[C:11]([N:12]=1)=[CH:10][C:9]([C:13]([OH:15])=[O:14])=[CH:8][CH:7]=2. The catalyst class is: 5. (2) Reactant: C1C(=O)N([I:8])C(=O)C1.[CH3:9][O:10][C:11]([C:13]1[CH:18]=[CH:17][N:16]2[CH:19]=[CH:20][N:21]=[C:15]2[CH:14]=1)=[O:12]. Product: [CH3:9][O:10][C:11]([C:13]1[CH:18]=[CH:17][N:16]2[C:19]([I:8])=[CH:20][N:21]=[C:15]2[CH:14]=1)=[O:12]. The catalyst class is: 10. (3) Product: [Br:11][C:8]1[CH:9]=[CH:10][C:5]([C:3](=[O:4])[CH2:2][N:12]2[CH:16]=[CH:15][N:14]=[CH:13]2)=[N:6][CH:7]=1. Reactant: Br[CH2:2][C:3]([C:5]1[CH:10]=[CH:9][C:8]([Br:11])=[CH:7][N:6]=1)=[O:4].[NH:12]1[CH:16]=[CH:15][N:14]=[CH:13]1. The catalyst class is: 1. (4) Reactant: C[O-].[Na+].[CH3:4][O:5][C:6](=[O:13])[CH2:7][C:8](=[O:12])[CH:9]([CH3:11])[CH3:10].Br[CH2:15][C:16](=[O:19])[CH2:17][CH3:18]. Product: [CH3:4][O:5][C:6](=[O:13])[CH:7]([C:8](=[O:12])[CH:9]([CH3:11])[CH3:10])[CH2:15][C:16](=[O:19])[CH2:17][CH3:18]. The catalyst class is: 5.